This data is from Catalyst prediction with 721,799 reactions and 888 catalyst types from USPTO. The task is: Predict which catalyst facilitates the given reaction. (1) Reactant: [C:1]1([S:7]([NH:10][CH:11]([CH2:25][C:26]2[CH:34]=[CH:33][C:32]([O:35][CH3:36])=[C:31]3[C:27]=2[CH:28]=[CH:29][N:30]3S(C2C=CC=CC=2)(=O)=O)[C:12]([NH:14][CH2:15][CH2:16][CH2:17][CH2:18][C:19]2[CH:24]=[CH:23][CH:22]=[CH:21][CH:20]=2)=[O:13])(=[O:9])=[O:8])[CH:6]=[CH:5][CH:4]=[CH:3][CH:2]=1.[OH-].[K+].[NH4+].[Cl-]. Product: [C:1]1([S:7]([NH:10][CH:11]([CH2:25][C:26]2[CH:34]=[CH:33][C:32]([O:35][CH3:36])=[C:31]3[C:27]=2[CH:28]=[CH:29][NH:30]3)[C:12]([NH:14][CH2:15][CH2:16][CH2:17][CH2:18][C:19]2[CH:24]=[CH:23][CH:22]=[CH:21][CH:20]=2)=[O:13])(=[O:9])=[O:8])[CH:6]=[CH:5][CH:4]=[CH:3][CH:2]=1. The catalyst class is: 5. (2) Reactant: [CH:1]1([CH2:7][CH2:8][O:9][C:10]2[CH:11]=[C:12]([CH:31]=[CH:32][CH:33]=2)[C:13]([N:15]2[CH2:20][CH2:19][N:18]([C:21]([NH:23][C:24]3[CH:25]=[N:26][CH:27]=[C:28]([OH:30])[CH:29]=3)=[O:22])[CH2:17][CH2:16]2)=[O:14])[CH2:6][CH2:5][CH2:4][CH2:3][CH2:2]1.[CH2:34]([O:41][CH2:42][CH2:43]O)[C:35]1[CH:40]=[CH:39][CH:38]=[CH:37][CH:36]=1.C1C=CC(P(C2C=CC=CC=2)C2C=CC=CC=2)=CC=1.CCOC(/N=N/C(OCC)=O)=O. Product: [CH2:34]([O:41][CH2:42][CH2:43][O:30][C:28]1[CH:29]=[C:24]([NH:23][C:21]([N:18]2[CH2:17][CH2:16][N:15]([C:13](=[O:14])[C:12]3[CH:31]=[CH:32][CH:33]=[C:10]([O:9][CH2:8][CH2:7][CH:1]4[CH2:6][CH2:5][CH2:4][CH2:3][CH2:2]4)[CH:11]=3)[CH2:20][CH2:19]2)=[O:22])[CH:25]=[N:26][CH:27]=1)[C:35]1[CH:40]=[CH:39][CH:38]=[CH:37][CH:36]=1. The catalyst class is: 20. (3) Reactant: O[CH2:2][CH2:3][CH2:4][CH2:5][CH2:6][CH2:7][CH2:8][CH2:9][CH2:10][CH2:11][CH2:12][N:13]([CH3:18])[C:14](=[O:17])[CH:15]=[CH2:16].P(Br)(Br)[Br:20]. Product: [Br:20][CH2:2][CH2:3][CH2:4][CH2:5][CH2:6][CH2:7][CH2:8][CH2:9][CH2:10][CH2:11][CH2:12][N:13]([CH3:18])[C:14](=[O:17])[CH:15]=[CH2:16]. The catalyst class is: 27. (4) The catalyst class is: 4. Product: [CH2:39]([O:38][C:36](=[O:37])[CH2:35][C:26]1[C:25]([CH3:41])=[C:24]([S:23][C:20]2[CH:19]=[CH:18][C:17]([S:14]([N:11]3[CH2:12][CH2:13][NH:8][CH2:9][CH2:10]3)(=[O:16])=[O:15])=[CH:22][CH:21]=2)[N:32]2[C:27]=1[CH:28]=[CH:29][C:30]([C:33]#[N:34])=[CH:31]2)[CH3:40].[CH2:81]([O:80][C:78](=[O:79])[CH2:77][C:67]1[C:66]([CH3:83])=[C:65]([S:64][C:61]2[CH:62]=[CH:63][C:58]([S:55]([N:52]3[CH2:51][CH2:50][NH:49][CH2:54][CH2:53]3)(=[O:56])=[O:57])=[CH:59][CH:60]=2)[N:73]2[C:68]=1[CH:69]=[C:70]([Cl:76])[C:71]([C:74]#[N:75])=[CH:72]2)[CH3:82]. Reactant: C(OC([N:8]1[CH2:13][CH2:12][N:11]([S:14]([C:17]2[CH:22]=[CH:21][C:20]([S:23][C:24]3[N:32]4[C:27]([CH:28]=[CH:29][C:30]([C:33]#[N:34])=[CH:31]4)=[C:26]([CH2:35][C:36]([O:38][CH2:39][CH3:40])=[O:37])[C:25]=3[CH3:41])=[CH:19][CH:18]=2)(=[O:16])=[O:15])[CH2:10][CH2:9]1)=O)(C)(C)C.C(OC([N:49]1[CH2:54][CH2:53][N:52]([S:55]([C:58]2[CH:63]=[CH:62][C:61]([S:64][C:65]3[N:73]4[C:68]([CH:69]=[C:70]([Cl:76])[C:71]([C:74]#[N:75])=[CH:72]4)=[C:67]([CH2:77][C:78]([O:80][CH2:81][CH3:82])=[O:79])[C:66]=3[CH3:83])=[CH:60][CH:59]=2)(=[O:57])=[O:56])[CH2:51][CH2:50]1)=O)(C)(C)C.FC(F)(F)C(O)=O. (5) Reactant: [F:1][C:2]1[N:10]=[CH:9][CH:8]=[CH:7][C:3]=1[C:4](Cl)=[O:5].[NH2:11][C:12]1[C:13]([CH3:18])=[CH:14][CH:15]=[CH:16][CH:17]=1. Product: [F:1][C:2]1[N:10]=[CH:9][CH:8]=[CH:7][C:3]=1[C:4]([NH:11][C:12]1[CH:17]=[CH:16][CH:15]=[CH:14][C:13]=1[CH3:18])=[O:5]. The catalyst class is: 1. (6) Reactant: [C:1]([N:8]1[CH2:13][CH2:12][C:11]([C:16]2[CH:21]=[CH:20][C:19]([Cl:22])=[CH:18][CH:17]=2)([C:14]#[N:15])[CH2:10][CH2:9]1)([O:3][C:4]([CH3:7])([CH3:6])[CH3:5])=[O:2].[OH-].[NH4+]. Product: [C:1]([N:8]1[CH2:9][CH2:10][C:11]([CH2:14][NH2:15])([C:16]2[CH:17]=[CH:18][C:19]([Cl:22])=[CH:20][CH:21]=2)[CH2:12][CH2:13]1)([O:3][C:4]([CH3:7])([CH3:6])[CH3:5])=[O:2]. The catalyst class is: 592.